This data is from Peptide-MHC class I binding affinity with 185,985 pairs from IEDB/IMGT. The task is: Regression. Given a peptide amino acid sequence and an MHC pseudo amino acid sequence, predict their binding affinity value. This is MHC class I binding data. (1) The peptide sequence is MNYAAAAAY. The MHC is SLA-20401 with pseudo-sequence SLA-20401. The binding affinity (normalized) is 0.714. (2) The peptide sequence is LPLESCFGV. The MHC is HLA-A02:12 with pseudo-sequence HLA-A02:12. The binding affinity (normalized) is 0.0847. (3) The peptide sequence is VVWALLGL. The MHC is H-2-Kb with pseudo-sequence H-2-Kb. The binding affinity (normalized) is 0.503. (4) The peptide sequence is AVSFRNLAY. The MHC is HLA-B40:01 with pseudo-sequence HLA-B40:01. The binding affinity (normalized) is 0.213. (5) The peptide sequence is GITGGHIPK. The binding affinity (normalized) is 0.0847. The MHC is HLA-B44:02 with pseudo-sequence HLA-B44:02. (6) The peptide sequence is ETALPQDSY. The MHC is HLA-B57:01 with pseudo-sequence HLA-B57:01. The binding affinity (normalized) is 0.0847. (7) The peptide sequence is QFIHFYREPV. The MHC is HLA-A23:01 with pseudo-sequence HLA-A23:01. The binding affinity (normalized) is 0. (8) The peptide sequence is SQAFNTPAL. The MHC is BoLA-T2b with pseudo-sequence BoLA-T2b. The binding affinity (normalized) is 0.332. (9) The peptide sequence is PYCNYTRFW. The MHC is HLA-A24:02 with pseudo-sequence HLA-A24:02. The binding affinity (normalized) is 0.211.